From a dataset of Full USPTO retrosynthesis dataset with 1.9M reactions from patents (1976-2016). Predict the reactants needed to synthesize the given product. Given the product [O:17]=[C:16]1[C:15]2[C:10](=[CH:11][CH:12]=[CH:13][CH:14]=2)[C:9](=[O:18])[N:8]1[C@@H:5]1[CH2:4][CH2:3][C@H:2]([O:1][C:50](=[S:52])[CH3:51])[CH2:7][CH2:6]1, predict the reactants needed to synthesize it. The reactants are: [OH:1][C@H:2]1[CH2:7][CH2:6][C@H:5]([N:8]2[C:16](=[O:17])[C:15]3[C:10](=[CH:11][CH:12]=[CH:13][CH:14]=3)[C:9]2=[O:18])[CH2:4][CH2:3]1.C1(P(C2C=CC=CC=2)C2C=CC=CC=2)C=CC=CC=1.CCOC(/N=N/C(OCC)=O)=O.[C:50](O)(=[S:52])[CH3:51].